From a dataset of NCI-60 drug combinations with 297,098 pairs across 59 cell lines. Regression. Given two drug SMILES strings and cell line genomic features, predict the synergy score measuring deviation from expected non-interaction effect. (1) Drug 1: CC(C1=C(C=CC(=C1Cl)F)Cl)OC2=C(N=CC(=C2)C3=CN(N=C3)C4CCNCC4)N. Drug 2: CS(=O)(=O)OCCCCOS(=O)(=O)C. Cell line: NCI/ADR-RES. Synergy scores: CSS=-1.85, Synergy_ZIP=-0.413, Synergy_Bliss=-2.29, Synergy_Loewe=-3.46, Synergy_HSA=-3.95. (2) Drug 1: COC1=NC(=NC2=C1N=CN2C3C(C(C(O3)CO)O)O)N. Drug 2: N.N.Cl[Pt+2]Cl. Cell line: A549. Synergy scores: CSS=34.5, Synergy_ZIP=3.59, Synergy_Bliss=4.34, Synergy_Loewe=-17.3, Synergy_HSA=1.65. (3) Drug 1: CCCCCOC(=O)NC1=NC(=O)N(C=C1F)C2C(C(C(O2)C)O)O. Drug 2: C1=CN(C=N1)CC(O)(P(=O)(O)O)P(=O)(O)O. Cell line: SF-295. Synergy scores: CSS=0.566, Synergy_ZIP=2.66, Synergy_Bliss=4.45, Synergy_Loewe=0.511, Synergy_HSA=0.338. (4) Drug 1: CC1=C(C(=O)C2=C(C1=O)N3CC4C(C3(C2COC(=O)N)OC)N4)N. Drug 2: C1CNP(=O)(OC1)N(CCCl)CCCl. Cell line: SK-MEL-5. Synergy scores: CSS=25.3, Synergy_ZIP=-1.09, Synergy_Bliss=-0.0734, Synergy_Loewe=-35.4, Synergy_HSA=-2.73. (5) Drug 1: CNC(=O)C1=NC=CC(=C1)OC2=CC=C(C=C2)NC(=O)NC3=CC(=C(C=C3)Cl)C(F)(F)F. Drug 2: CCC1(CC2CC(C3=C(CCN(C2)C1)C4=CC=CC=C4N3)(C5=C(C=C6C(=C5)C78CCN9C7C(C=CC9)(C(C(C8N6C)(C(=O)OC)O)OC(=O)C)CC)OC)C(=O)OC)O.OS(=O)(=O)O. Cell line: LOX IMVI. Synergy scores: CSS=10.3, Synergy_ZIP=-4.52, Synergy_Bliss=-2.69, Synergy_Loewe=-3.34, Synergy_HSA=1.01.